Predict the product of the given reaction. From a dataset of Forward reaction prediction with 1.9M reactions from USPTO patents (1976-2016). (1) The product is: [Cl:33][C:2]1[C:3]([NH:14][C:15](=[O:23])[CH2:16][C:17]2[CH:22]=[CH:21][CH:20]=[CH:19][CH:18]=2)=[CH:4][N:5]=[C:6]([C:8]2[CH:13]=[CH:12][CH:11]=[CH:10][CH:9]=2)[N:7]=1. Given the reactants O=[C:2]1[NH:7][C:6]([C:8]2[CH:13]=[CH:12][CH:11]=[CH:10][CH:9]=2)=[N:5][CH:4]=[C:3]1[NH:14][C:15](=[O:23])[CH2:16][C:17]1[CH:22]=[CH:21][CH:20]=[CH:19][CH:18]=1.C(N(CC)CC)C.P(Cl)(Cl)([Cl:33])=O.C(=O)([O-])O.[Na+], predict the reaction product. (2) Given the reactants [Cl:1][C:2]1[CH:7]=[C:6]([F:8])[C:5]([N+:9]([O-:11])=[O:10])=[CH:4][C:3]=1[C:12](=[O:14])[CH3:13].[Se](=O)=O.FC(F)(F)S([O-])(=O)=O.[Yb+3].FC(F)(F)S([O-])(=O)=O.FC(F)(F)S([O-])(=O)=[O:38].[O:43]1CCOC[CH2:44]1, predict the reaction product. The product is: [Cl:1][C:2]1[CH:7]=[C:6]([F:8])[C:5]([N+:9]([O-:11])=[O:10])=[CH:4][C:3]=1[CH:12]([OH:14])[C:13]([O:43][CH3:44])=[O:38].